Dataset: Peptide-MHC class I binding affinity with 185,985 pairs from IEDB/IMGT. Task: Regression. Given a peptide amino acid sequence and an MHC pseudo amino acid sequence, predict their binding affinity value. This is MHC class I binding data. (1) The peptide sequence is FHRKKTDAL. The MHC is HLA-B40:01 with pseudo-sequence HLA-B40:01. The binding affinity (normalized) is 0.0847. (2) The peptide sequence is AESSVKEKDM. The MHC is Mamu-A11 with pseudo-sequence Mamu-A11. The binding affinity (normalized) is 0.570. (3) The peptide sequence is YLLFASMGFK. The MHC is HLA-A02:02 with pseudo-sequence HLA-A02:02. The binding affinity (normalized) is 0.153. (4) The MHC is HLA-A02:01 with pseudo-sequence HLA-A02:01. The peptide sequence is AYSSWMYSY. The binding affinity (normalized) is 0.0268.